This data is from Full USPTO retrosynthesis dataset with 1.9M reactions from patents (1976-2016). The task is: Predict the reactants needed to synthesize the given product. (1) Given the product [CH3:1][O:2][C:3]1[CH:4]=[C:5]2[CH2:14][CH:13]([CH2:15][CH:16]3[CH2:17][CH2:18][N:19]([CH2:22][C:23]4[CH:28]=[CH:27][CH:26]=[CH:25][CH:24]=4)[CH2:20][CH2:21]3)[C:11](=[O:12])[C:6]2=[CH:7][C:8]=1[O:9][CH3:10], predict the reactants needed to synthesize it. The reactants are: [CH3:1][O:2][C:3]1[CH:4]=[C:5]2[CH2:14][CH:13]([CH2:15][CH:16]3[CH2:21][CH2:20][N:19]([CH2:22][C:23]4[CH:24]=[CH:25][CH:26]=[CH:27][CH:28]=4)[CH2:18][CH2:17]3)[C:11](=[O:12])[C:6]2=[CH:7][C:8]=1[O:9][CH3:10].Cl.[K].Cl. (2) Given the product [Cl:1][C:2]1[CH:8]=[C:7]([O:9][C:10]2[C:19]3[C:14](=[CH:15][C:16]([O:22][CH3:23])=[C:17]([O:20][CH3:21])[CH:18]=3)[N:13]=[CH:12][N:11]=2)[CH:6]=[CH:5][C:3]=1[NH:4][C:42](=[O:48])[O:41][CH:39]([C:37]1[CH:36]=[CH:53][CH:52]=[C:51]([Br:50])[CH:58]=1)[CH3:24], predict the reactants needed to synthesize it. The reactants are: [Cl:1][C:2]1[CH:8]=[C:7]([O:9][C:10]2[C:19]3[C:14](=[CH:15][C:16]([O:22][CH3:23])=[C:17]([O:20][CH3:21])[CH:18]=3)[N:13]=[CH:12][N:11]=2)[CH:6]=[CH:5][C:3]=1[NH2:4].[C:24]1(C)C=CC=CC=1.C(N([CH2:36][CH3:37])CC)C.Cl[C:39](Cl)([O:41][C:42](=[O:48])OC(Cl)(Cl)Cl)Cl.[Br:50][C:51](O)([CH3:58])[C:52]1C=CC=C[CH:53]=1. (3) Given the product [NH2:26][CH2:27][CH2:28][NH:29][C:2]1[NH:3][C:4](=[O:33])[CH:5]=[C:6]([C:8]2[CH:9]=[C:10]3[C:15](=[CH:16][CH:17]=2)[N:14]=[CH:13][CH:12]=[CH:11]3)[N:7]=1, predict the reactants needed to synthesize it. The reactants are: Cl[C:2]1[N:7]=[C:6]([C:8]2[CH:9]=[C:10]3[C:15](=[CH:16][CH:17]=2)[N:14]=[CH:13][CH:12]=[CH:11]3)[CH:5]=[C:4](Cl)[N:3]=1.C([NH:26][CH2:27][CH2:28][NH2:29])(OC(C)(C)C)=O.Cl.CS(C)=[O:33]. (4) Given the product [F:27][C:28]1[CH:33]=[CH:32][C:31]([F:34])=[CH:30][C:29]=1[C:35]1[N:37]=[C:22]([C:14]2[CH:13]=[N:12][N:11]([CH2:10][CH2:9][C:3]3[CH:4]=[CH:5][CH:6]=[CH:7][CH:8]=3)[C:15]=2[C:16]2[CH:21]=[CH:20][N:19]=[CH:18][CH:17]=2)[O:23][N:36]=1, predict the reactants needed to synthesize it. The reactants are: [H-].[Na+].[C:3]1([CH2:9][CH2:10][N:11]2[C:15]([C:16]3[CH:21]=[CH:20][N:19]=[CH:18][CH:17]=3)=[C:14]([C:22](OCC)=[O:23])[CH:13]=[N:12]2)[CH:8]=[CH:7][CH:6]=[CH:5][CH:4]=1.[F:27][C:28]1[CH:33]=[CH:32][C:31]([F:34])=[CH:30][C:29]=1[C:35](=[N:37]O)[NH2:36].O. (5) Given the product [CH2:20]([C:3]1[C:2]([F:1])=[CH:17][C:6]([O:7][C:8]2[C:9]([NH2:14])=[N:10][CH:11]=[CH:12][CH:13]=2)=[C:5]([O:18][CH3:19])[CH:4]=1)[CH3:21], predict the reactants needed to synthesize it. The reactants are: [F:1][C:2]1[C:3]([CH:20]=[CH2:21])=[CH:4][C:5]([O:18][CH3:19])=[C:6]([CH:17]=1)[O:7][C:8]1[C:9]([N+:14]([O-])=O)=[N:10][CH:11]=[CH:12][CH:13]=1.C1COCC1. (6) Given the product [C:1]([O:5][C:6](=[O:18])[CH2:7][CH2:8][C:9]1[CH:14]=[CH:13][C:12]([OH:15])=[CH:11][C:10]=1[CH2:16][NH:17][C:23]([NH:22][CH:19]([CH3:21])[CH3:20])=[O:24])([CH3:4])([CH3:2])[CH3:3], predict the reactants needed to synthesize it. The reactants are: [C:1]([O:5][C:6](=[O:18])[CH2:7][CH2:8][C:9]1[CH:14]=[CH:13][C:12]([OH:15])=[CH:11][C:10]=1[CH2:16][NH2:17])([CH3:4])([CH3:3])[CH3:2].[CH:19]([N:22]=[C:23]=[O:24])([CH3:21])[CH3:20].